From a dataset of Reaction yield outcomes from USPTO patents with 853,638 reactions. Predict the reaction yield, written as a fraction of the theoretical maximum amount of product (1.0 means a 100% yield; for example, 0.34 means a 34% yield). The reactants are [C:1]([O:8][CH3:9])(=[O:7])/[CH:2]=[CH:3]/[C:4]([OH:6])=[O:5].Cl[CH2:11][CH2:12][O:13][C:14]([O:16][CH:17]([CH3:19])[CH3:18])=[O:15]. The catalyst is CN1C(=O)CCC1. The product is [C:1]([O:8][CH3:9])(=[O:7])/[CH:2]=[CH:3]/[C:4]([O:6][CH2:11][CH2:12][O:13][C:14]([O:16][CH:17]([CH3:19])[CH3:18])=[O:15])=[O:5]. The yield is 0.910.